Dataset: Catalyst prediction with 721,799 reactions and 888 catalyst types from USPTO. Task: Predict which catalyst facilitates the given reaction. (1) The catalyst class is: 1. Reactant: [CH3:1][C:2]([C:4]1[CH:9]=[CH:8][C:7]([NH2:10])=[CH:6][CH:5]=1)=[O:3].[Cl:11][C:12]1[CH:13]=[C:14]([CH:18]=[C:19]([Cl:21])[CH:20]=1)[C:15](Cl)=[O:16].C(N(CC)CC)C. Product: [C:2]([C:4]1[CH:9]=[CH:8][C:7]([NH:10][C:15](=[O:16])[C:14]2[CH:13]=[C:12]([Cl:11])[CH:20]=[C:19]([Cl:21])[CH:18]=2)=[CH:6][CH:5]=1)(=[O:3])[CH3:1]. (2) Reactant: [Cl:1][CH2:2][CH:3]1[O:7][C:6](=[O:8])[NH:5][CH2:4]1.I[CH3:10].[H-].[Na+]. Product: [Cl:1][CH2:2][CH:3]1[O:7][C:6](=[O:8])[N:5]([CH3:10])[CH2:4]1. The catalyst class is: 31.